This data is from Reaction yield outcomes from USPTO patents with 853,638 reactions. The task is: Predict the reaction yield, written as a fraction of the theoretical maximum amount of product (1.0 means a 100% yield; for example, 0.34 means a 34% yield). (1) The reactants are [N+:1]([C:4]1[CH:12]=[C:11]2[C:7]([CH:8]=[CH:9][NH:10]2)=[CH:6][CH:5]=1)([O-:3])=[O:2].CCN(C(C)C)C(C)C.[C:22](Br)([CH3:25])([CH3:24])[CH3:23]. The catalyst is CCCC[N+](CCCC)(CCCC)CCCC.[I-].C1(C)C=CC=CC=1.[O-]S(C(F)(F)F)(=O)=O.[Zn+2].[O-]S(C(F)(F)F)(=O)=O. The product is [C:22]([C:8]1[C:7]2[C:11](=[CH:12][C:4]([N+:1]([O-:3])=[O:2])=[CH:5][CH:6]=2)[NH:10][CH:9]=1)([CH3:25])([CH3:24])[CH3:23]. The yield is 0.190. (2) The reactants are Br[C:2]1[CH:7]=[CH:6][C:5]([Br:8])=[CH:4][CH:3]=1.[Li]CCCC.[F:14][C:15]1[CH:28]=[C:27]([F:29])[CH:26]=[CH:25][C:16]=1/[CH:17]=[N:18]/[S@@:19]([C:21]([CH3:24])([CH3:23])[CH3:22])=[O:20]. The catalyst is C1COCC1. The product is [Br:8][C:5]1[CH:6]=[CH:7][C:2]([C@H:17]([C:16]2[CH:25]=[CH:26][C:27]([F:29])=[CH:28][C:15]=2[F:14])[NH:18][S@@:19]([C:21]([CH3:24])([CH3:23])[CH3:22])=[O:20])=[CH:3][CH:4]=1. The yield is 0.220. (3) The reactants are [Br:1][C:2]1[CH:3]=[C:4]([N:18]2[C:22]3=[N:23][CH:24]=[CH:25][CH:26]=[C:21]3[C:20]([C:27]([O:29][CH3:30])=[O:28])=[N:19]2)[CH:5]=[C:6]([CH:8]([O:10][Si](C(C)(C)C)(C)C)[CH3:9])[CH:7]=1.[F-].C([N+](CCCC)(CCCC)CCCC)CCC. The catalyst is O1CCCC1. The product is [Br:1][C:2]1[CH:3]=[C:4]([N:18]2[C:22]3=[N:23][CH:24]=[CH:25][CH:26]=[C:21]3[C:20]([C:27]([O:29][CH3:30])=[O:28])=[N:19]2)[CH:5]=[C:6]([CH:8]([OH:10])[CH3:9])[CH:7]=1. The yield is 0.650. (4) The reactants are [CH2:1]([O:3][C:4](=[O:16])[CH2:5][C@H:6]1[C:14]2[C:9](=[CH:10][C:11]([OH:15])=[CH:12][CH:13]=2)[CH2:8][CH2:7]1)[CH3:2].[CH3:17][C:18]1[O:22][C:21]([C:23]2[CH:28]=[CH:27][C:26]([CH3:29])=[CH:25][CH:24]=2)=[N:20][C:19]=1[CH2:30][CH2:31]O.CN(C(/N=N/C(N(C)C)=O)=O)C.C1C=CC(P(C2C=CC=CC=2)C2C=CC=CC=2)=CC=1. The catalyst is C(Cl)Cl. The product is [CH3:17][C:18]1[O:22][C:21]([C:23]2[CH:28]=[CH:27][C:26]([CH3:29])=[CH:25][CH:24]=2)=[N:20][C:19]=1[CH2:30][CH2:31][O:15][C:11]1[CH:10]=[C:9]2[C:14](=[CH:13][CH:12]=1)[C@H:6]([CH2:5][C:4]([O:3][CH2:1][CH3:2])=[O:16])[CH2:7][CH2:8]2. The yield is 0.805. (5) The reactants are [CH3:1][N:2]1[C:6]([C:7]([OH:9])=O)=[CH:5][N:4]=[N:3]1.CN(C)C=O.C(Cl)(=O)C(Cl)=O.[NH2:21][C:22]1[CH:23]=[C:24]([CH:41]=[CH:42][CH:43]=1)[O:25][C:26]1[CH:27]=[CH:28][C:29]2[N:30]([CH:32]=[C:33]([NH:35][C:36]([CH:38]3[CH2:40][CH2:39]3)=[O:37])[N:34]=2)[N:31]=1. The catalyst is CN(C)C(=O)C.O1CCCC1. The product is [CH:38]1([C:36]([NH:35][C:33]2[N:34]=[C:29]3[CH:28]=[CH:27][C:26]([O:25][C:24]4[CH:23]=[C:22]([NH:21][C:7]([C:6]5[N:2]([CH3:1])[N:3]=[N:4][CH:5]=5)=[O:9])[CH:43]=[CH:42][CH:41]=4)=[N:31][N:30]3[CH:32]=2)=[O:37])[CH2:39][CH2:40]1. The yield is 0.670. (6) The reactants are [CH3:1][CH2:2][CH2:3][CH2:4][CH:5]([CH2:8][NH:9][CH2:10][CH:11]([CH2:14][CH2:15][CH2:16][CH3:17])[CH2:12][CH3:13])[CH2:6][CH3:7].[Br:18][CH2:19][CH2:20][C:21](Cl)=[O:22]. No catalyst specified. The product is [Br:18][CH2:19][CH2:20][C:21]([N:9]([CH2:8][CH:5]([CH2:6][CH3:7])[CH2:4][CH2:3][CH2:2][CH3:1])[CH2:10][CH:11]([CH2:12][CH3:13])[CH2:14][CH2:15][CH2:16][CH3:17])=[O:22]. The yield is 0.970.